This data is from Full USPTO retrosynthesis dataset with 1.9M reactions from patents (1976-2016). The task is: Predict the reactants needed to synthesize the given product. Given the product [C:11]([O:15][C:16](=[O:19])[CH2:17][O:8][C:4]1[CH:5]=[CH:6][CH:7]=[C:2]([Br:1])[CH:3]=1)([CH3:14])([CH3:13])[CH3:12], predict the reactants needed to synthesize it. The reactants are: [Br:1][C:2]1[CH:3]=[C:4]([OH:8])[CH:5]=[CH:6][CH:7]=1.[H-].[Na+].[C:11]([O:15][C:16](=[O:19])[CH2:17]Br)([CH3:14])([CH3:13])[CH3:12].